Dataset: Drug-target binding data from BindingDB using IC50 measurements. Task: Regression. Given a target protein amino acid sequence and a drug SMILES string, predict the binding affinity score between them. We predict pIC50 (pIC50 = -log10(IC50 in M); higher means more potent). Dataset: bindingdb_ic50. (1) The small molecule is COc1ccc2sc(/C=C/c3ccccc3O)[n+](C)c2c1. The target protein (Q9P0U3) has sequence MDDIADRMRMDAGEVTLVNHNSVFKTHLLPQTGFPEDQLSLSDQQILSSRQGHLDRSFTCSTRSAAYNPSYYSDNPSSDSFLGSGDLRTFGQSANGQWRNSTPSSSSSLQKSRNSRSLYLETRKTSSGLSNSFAGKSNHHCHVSAYEKSFPIKPVPSPSWSGSCRRSLLSPKKTQRRHVSTAEETVQEEEREIYRQLLQMVTGKQFTIAKPTTHFPLHLSRCLSSSKNTLKDSLFKNGNSCASQIIGSDTSSSGSASILTNQEQLSHSVYSLSSYTPDVAFGSKDSGTLHHPHHHHSVPHQPDNLAASNTQSEGSDSVILLKVKDSQTPTPSSTFFQAELWIKELTSVYDSRARERLRQIEEQKALALQLQNQRLQEREHSVHDSVELHLRVPLEKEIPVTVVQETQKKGHKLTDSEDEFPEITEEMEKEIKNVFRNGNQDEVLSEAFRLTITRKDIQTLNHLNWLNDEIINFYMNMLMERSKEKGLPSVHAFNTFFFTK.... The pIC50 is 4.8. (2) The compound is CN[C@@H](C)C(=O)N[C@H](C(=O)N1c2ncccc2C[C@H]1CNC(=O)c1ccccc1)C(C)C. The target protein sequence is MRHHHHHHRSDAVSSDRNFPNSTNLPRNPSMADYEARIFTEGTWIYSVNKEQLARAGFYALGEGDKVKCFHCGGGLTDWKPSEDPWEQHAKWYPGCKYLLEQKGQEYINNIHLTHSLEECLVRTT. The pIC50 is 7.3. (3) The compound is Cc1ccc(/N=C2\NC(=O)/C(=C\c3cc(C)n(-c4cc(C(=O)O)cc(C(=O)O)c4)c3C)S2)cc1. The target protein (P11880) has sequence MISVTLSQLTDILNGELQGADITLDAVTTDTRKLTPGCLFVALKGERFDAHDFADQAKAGGAGALLVSRPLDIDLPQLIVKDTRLAFGELAAWVRQQVPARVVALTGSSGKTSVKEMTAAILSQCGNTLYTAGNLNNDIGVPMTLLRLTPEYDYAVIELGANHQGEIAWTVSLTRPEAALVNNLAAAHLEGFGSLAGVAKAKGEIFSGLPENGIAIMNADNNDWLNWQSVIGSRKVWRFSPNAANSDFTATNIHVTSHGTEFTLQTPTGSVDVLLPLPGRHNIANALAAAALSMSVGATLDAIKAGLANLKAVPGRLFPIQLAENQLLLDDSYNANVGSMTAAVQVLAEMPGYRVLVVGDMAELGAESEACHVQVGEAAKAAGIDRVLSVGKQSHAISTASGVGEHFADKTALITRLKLLIAEQQVITILVKGSRSAAMEEVVRALQENGTC. The pIC50 is 3.7. (4) The compound is O=C1C(=Cc2cnc[nH]2)CCc2ccccc21. The target protein (P22443) has sequence MFLEMLNPMHYNVTIMVPETVPVSAMPLLLIMGLLLLIRNCESSSSIPGPGYCLGIGPLISHGRFLWMGIGSACNYYNKMYGEFMRVWISGEETLIISKSSSMVHVMKHSNYISRFGSKRGLQCIGMHENGIIFNNNPSLWRTVRPFFMKALTGPGLIRMVEVCVESIKQHLDRLGDVTDNSGYVDVVTLMRHIMLDTSNTLFLGIPLDESSIVKKIQGYFNAWQALLIKPNIFFKISWLYRKYERSVKDLKDEIEILVEKKRQKVSSAEKLEDCMDFATDLIFAERRGDLTKENVNQCILEMLIAAPDTMSVTLYVMLLLIAEYPEVETAILKEIHTVVGDRDIRIGDVQNLKVVENFINESLRYQPVVDLVMRRALEDDVIDGYPVKKGTNIILNIGRMHRLEYFPKPNEFTLENFEKNVPYRYFQPFGFGPRSCAGKYIAMVMMKVVLVTLLKRFHVKTLQKRCIENMPKNNDLSLHLDEDSPIVEIIFRHIFNTPF.... The pIC50 is 6.8.